This data is from Catalyst prediction with 721,799 reactions and 888 catalyst types from USPTO. The task is: Predict which catalyst facilitates the given reaction. (1) Reactant: [Br:1][C:2]1[CH:7]=[CH:6][C:5]([N:8]2[CH2:12][CH2:11][C:10](=[CH2:13])[C:9]2=[O:14])=[CH:4][CH:3]=1.[CH3:15][O:16][CH2:17][CH2:18][N:19]1[CH2:24][CH2:23][NH:22][CH2:21][CH2:20]1.COCCOC. Product: [Br:1][C:2]1[CH:7]=[CH:6][C:5]([N:8]2[CH2:12][CH2:11][CH:10]([CH2:13][N:22]3[CH2:23][CH2:24][N:19]([CH2:18][CH2:17][O:16][CH3:15])[CH2:20][CH2:21]3)[C:9]2=[O:14])=[CH:4][CH:3]=1. The catalyst class is: 6. (2) Reactant: [Cl:1][C:2]1[C:3]([OH:13])=[CH:4][CH:5]=[C:6]2[C:11]=1[C:10](=[O:12])[NH:9][CH2:8][CH2:7]2.CS(O[CH:19]([CH3:24])[C:20]([F:23])([F:22])[F:21])(=O)=O.O. Product: [Cl:1][C:2]1[C:3]([O:13][CH:19]([CH3:24])[C:20]([F:23])([F:22])[F:21])=[CH:4][CH:5]=[C:6]2[C:11]=1[C:10](=[O:12])[NH:9][CH2:8][CH2:7]2. The catalyst class is: 3. (3) Reactant: [Br:1][C:2]1[N:6]2[N:7]=[C:8]([N:11]3[CH2:15][CH2:14][C@H:13]([NH:16][CH3:17])[CH2:12]3)[CH:9]=[CH:10][C:5]2=[N:4][CH:3]=1.Cl[C:19]([O:21][CH2:22][CH3:23])=[O:20].[CH2:24](N(CC)CC)C. Product: [CH:22]([O:21][C:19](=[O:20])[N:16]([C@H:13]1[CH2:14][CH2:15][N:11]([C:8]2[CH:9]=[CH:10][C:5]3[N:6]([C:2]([Br:1])=[CH:3][N:4]=3)[N:7]=2)[CH2:12]1)[CH3:17])([CH3:23])[CH3:24]. The catalyst class is: 2. (4) Reactant: [CH3:1][C:2]1[O:6][C:5]([C:7]2[CH:12]=[CH:11][CH:10]=[CH:9][CH:8]=2)=[N:4][C:3]=1[CH2:13][CH2:14][O:15][C:16]1[C:25]2[C:20](=[CH:21][CH:22]=[CH:23][CH:24]=2)[CH:19]=[CH:18][CH:17]=1.[BrH:26].O1CC[CH2:30]OO1. Product: [Br:26][CH2:30][C:19]1[C:20]2[C:25](=[CH:24][CH:23]=[CH:22][CH:21]=2)[C:16]([O:15][CH2:14][CH2:13][C:3]2[N:4]=[C:5]([C:7]3[CH:12]=[CH:11][CH:10]=[CH:9][CH:8]=3)[O:6][C:2]=2[CH3:1])=[CH:17][CH:18]=1. The catalyst class is: 2. (5) Reactant: [Cl:1][C:2]1[CH:15]=[CH:14][C:5]([CH2:6][NH:7][C:8](=[O:13])[C:9]([CH3:12])([CH3:11])[CH3:10])=[C:4]([F:16])[C:3]=1[N:17]1[C:21](=[O:22])[NH:20][C:19]([C:23]2[CH:28]=[CH:27][C:26](I)=[CH:25][CH:24]=2)=[N:18]1.[C:30]([CH:32]1[CH2:34][CH2:33]1)#[CH:31].CCCC[N+](CCCC)(CCCC)CCCC.[F-]. Product: [Cl:1][C:2]1[CH:15]=[CH:14][C:5]([CH2:6][NH:7][C:8](=[O:13])[C:9]([CH3:12])([CH3:11])[CH3:10])=[C:4]([F:16])[C:3]=1[N:17]1[C:21](=[O:22])[NH:20][C:19]([C:23]2[CH:28]=[CH:27][C:26]([C:31]#[C:30][CH:32]3[CH2:34][CH2:33]3)=[CH:25][CH:24]=2)=[N:18]1. The catalyst class is: 16. (6) Reactant: [CH2:1]([O:3][C:4](=[O:10])[CH2:5][CH2:6][N+:7]([O-:9])=[O:8])[CH3:2].[Na].[CH3:12][O:13][C:14]1[CH:19]=[CH:18][CH:17]=[C:16]([CH:20]=O)[C:15]=1[CH:22]=O.Cl. Product: [CH2:1]([O:3][C:4]([C:5]1[C:6]([N+:7]([O-:9])=[O:8])=[CH:20][C:16]2[C:15](=[C:14]([O:13][CH3:12])[CH:19]=[CH:18][CH:17]=2)[CH:22]=1)=[O:10])[CH3:2]. The catalyst class is: 14.